This data is from Full USPTO retrosynthesis dataset with 1.9M reactions from patents (1976-2016). The task is: Predict the reactants needed to synthesize the given product. (1) Given the product [C:48]([O:47][C:45]([N:52]1[CH2:56][CH2:55][C@@H:54]([NH:57][C:8]2[C:9]3[S:10][C:2]([Br:1])=[C:3]([CH3:18])[C:4]=3[N:5]=[C:6]([C:12]3[CH:17]=[CH:16][N:15]=[CH:14][CH:13]=3)[N:7]=2)[CH2:53]1)=[O:46])([CH3:51])([CH3:49])[CH3:50], predict the reactants needed to synthesize it. The reactants are: [Br:1][C:2]1[S:10][C:9]2[C:8](O)=[N:7][C:6]([C:12]3[CH:17]=[CH:16][N:15]=[CH:14][CH:13]=3)=[N:5][C:4]=2[C:3]=1[CH3:18].C(N(CC)CC)C.C(C1C=C(C(C)C)C=C(C(C)C)C=1S(Cl)(=O)=O)(C)C.[C:45]([N:52]1[CH2:56][CH2:55][C@@H:54]([NH2:57])[CH2:53]1)([O:47][C:48]([CH3:51])([CH3:50])[CH3:49])=[O:46]. (2) Given the product [ClH:1].[N:29]1([C:2]2[CH:11]=[CH:10][C:9]3[C:4](=[CH:5][C:6]([NH:12][C:13]4[CH:18]=[C:17]([C:19]5[CH:20]=[CH:21][C:22]([C:25]([F:26])([F:27])[F:28])=[CH:23][CH:24]=5)[N:16]=[CH:15][N:14]=4)=[CH:7][CH:8]=3)[N:3]=2)[CH2:34][CH2:33][O:32][CH2:31][CH2:30]1, predict the reactants needed to synthesize it. The reactants are: [Cl:1][C:2]1[CH:11]=[CH:10][C:9]2[C:4](=[CH:5][C:6]([NH:12][C:13]3[CH:18]=[C:17]([C:19]4[CH:24]=[CH:23][C:22]([C:25]([F:28])([F:27])[F:26])=[CH:21][CH:20]=4)[N:16]=[CH:15][N:14]=3)=[CH:7][CH:8]=2)[N:3]=1.[NH:29]1[CH2:34][CH2:33][O:32][CH2:31][CH2:30]1. (3) Given the product [C:11]([NH:14][C:15]1[N:16]=[C:17]([C:5]2[N:4]=[CH:3][NH:2][N:1]=2)[C:18]2[N:24]=[C:23]([C:25]3[CH:30]=[CH:29][C:28]([F:31])=[CH:27][CH:26]=3)[CH:22]=[CH:21][C:19]=2[N:20]=1)(=[O:13])[CH3:12], predict the reactants needed to synthesize it. The reactants are: [NH:1]1[CH:5]=[N:4][CH:3]=[N:2]1.P(Cl)(Cl)(Cl)=O.[C:11]([NH:14][C:15]1[NH:16][C:17](=O)[C:18]2[N:24]=[C:23]([C:25]3[CH:30]=[CH:29][C:28]([F:31])=[CH:27][CH:26]=3)[CH:22]=[CH:21][C:19]=2[N:20]=1)(=[O:13])[CH3:12].C(N(CC)CC)C. (4) Given the product [C:60]([NH:59][CH2:58][CH2:57][C:50]1[C:51]2[C:56](=[CH:55][CH:54]=[CH:53][CH:52]=2)[N:48]([CH2:32][CH2:31][O:30][CH:18]2[CH:17]([C:14]3[CH:13]=[CH:12][C:11]([O:10][CH2:9][CH2:8][CH2:7][O:6][CH2:5][C:4]4[CH:44]=[CH:45][CH:46]=[CH:47][C:3]=4[O:2][CH3:1])=[CH:16][CH:15]=3)[CH2:22][CH2:21][N:20]([C:23]([O:25][C:26]([CH3:27])([CH3:29])[CH3:28])=[O:24])[CH2:19]2)[CH:49]=1)(=[O:62])[CH3:61], predict the reactants needed to synthesize it. The reactants are: [CH3:1][O:2][C:3]1[CH:47]=[CH:46][CH:45]=[CH:44][C:4]=1[CH2:5][O:6][CH2:7][CH2:8][CH2:9][O:10][C:11]1[CH:16]=[CH:15][C:14]([CH:17]2[CH2:22][CH2:21][N:20]([C:23]([O:25][C:26]([CH3:29])([CH3:28])[CH3:27])=[O:24])[CH2:19][CH:18]2[O:30][CH2:31][CH2:32]OS(C2C=CC(C)=CC=2)(=O)=O)=[CH:13][CH:12]=1.[NH:48]1[C:56]2[C:51](=[CH:52][CH:53]=[CH:54][CH:55]=2)[C:50]([CH2:57][CH2:58][NH:59][C:60](=[O:62])[CH3:61])=[CH:49]1.[H-].[Na+].C(=O)(O)[O-].[Na+]. (5) Given the product [N:1]1[C:11]2[N:10]([CH2:12][CH2:13][CH2:14][NH:15][S:34]([C:31]3[CH:32]=[CH:33][C:28]([Cl:27])=[CH:29][CH:30]=3)(=[O:36])=[O:35])[C:9]3[CH:16]=[CH:17][CH:18]=[CH:19][C:8]=3[CH2:7][CH2:6][C:5]=2[CH:4]=[CH:3][CH:2]=1, predict the reactants needed to synthesize it. The reactants are: [N:1]1[C:11]2[N:10]([CH2:12][CH2:13][CH2:14][NH2:15])[C:9]3[CH:16]=[CH:17][CH:18]=[CH:19][C:8]=3[CH2:7][CH2:6][C:5]=2[CH:4]=[CH:3][CH:2]=1.CCN(CC)CC.[Cl:27][C:28]1[CH:33]=[CH:32][C:31]([S:34](Cl)(=[O:36])=[O:35])=[CH:30][CH:29]=1. (6) Given the product [Cl:13][C:5]1[C:6]([C:8]([CH3:12])([CH3:11])[CH:9]=[CH2:10])=[CH:7][C:2]([CH:24]=[O:25])=[C:3]([O:14][CH3:15])[CH:4]=1, predict the reactants needed to synthesize it. The reactants are: Br[C:2]1[CH:7]=[C:6]([C:8]([CH3:12])([CH3:11])[CH:9]=[CH2:10])[C:5]([Cl:13])=[CH:4][C:3]=1[O:14][CH3:15].[Li]CCCC.CN([CH:24]=[O:25])C. (7) The reactants are: CN(C(ON1N=NC2C=CC=NC1=2)=[N+](C)C)C.F[P-](F)(F)(F)(F)F.[F:25][C:26]([F:44])([F:43])[C:27]1[CH:32]=[CH:31][CH:30]=[CH:29][C:28]=1[C:33]1[CH:34]=[CH:35][C:36]2[N:37]([C:39]([NH2:42])=[CH:40][N:41]=2)[N:38]=1.[OH:45][C:46]1[N:51]=[CH:50][N:49]=[C:48]([C:52](O)=[O:53])[CH:47]=1.N1C=CC=CC=1. Given the product [OH:45][C:46]1[N:51]=[CH:50][N:49]=[C:48]([C:52]([NH:42][C:39]2[N:37]3[N:38]=[C:33]([C:28]4[CH:29]=[CH:30][CH:31]=[CH:32][C:27]=4[C:26]([F:25])([F:43])[F:44])[CH:34]=[CH:35][C:36]3=[N:41][CH:40]=2)=[O:53])[CH:47]=1, predict the reactants needed to synthesize it. (8) Given the product [Br:30][C:31]1[C:32]([O:39][CH3:40])=[N:33][CH:34]=[C:35](/[CH:36]=[CH:2]/[O:3][CH3:4])[CH:38]=1, predict the reactants needed to synthesize it. The reactants are: [Cl-].[CH3:2][O:3][CH2:4][P+](C1C=CC=CC=1)(C1C=CC=CC=1)C1C=CC=CC=1.CC([O-])(C)C.[K+].[Br:30][C:31]1[C:32]([O:39][CH3:40])=[N:33][CH:34]=[C:35]([CH:38]=1)[CH:36]=O. (9) Given the product [C:4]([O:8][C:9]([N:11]1[CH2:15][CH2:14][C@H:13]([C@@H:16]([OH:17])[CH2:18][S:2][CH3:1])[CH2:12]1)=[O:10])([CH3:7])([CH3:6])[CH3:5], predict the reactants needed to synthesize it. The reactants are: [CH3:1][S-:2].[Na+].[C:4]([O:8][C:9]([N:11]1[CH2:15][CH2:14][C@H:13]([C@@H:16]2[CH2:18][O:17]2)[CH2:12]1)=[O:10])([CH3:7])([CH3:6])[CH3:5].O. (10) Given the product [F:1][C:2]([F:35])([F:34])[C:3]1[CH:4]=[C:5]([CH:27]=[C:28]([C:30]([F:33])([F:32])[F:31])[CH:29]=1)[CH2:6][N:7]1[C:13](=[O:14])[C:12]2[C:15]([C:20]3[CH:25]=[CH:24][CH:23]=[CH:22][C:21]=3[CH3:26])=[CH:16][C:17]([N:45]3[CH2:44][CH2:43][CH:42]([N:38]4[CH2:39][CH2:40][CH2:41][C:37]4=[O:36])[CH2:47][CH2:46]3)=[N:18][C:11]=2[O:10][CH2:9][CH2:8]1, predict the reactants needed to synthesize it. The reactants are: [F:1][C:2]([F:35])([F:34])[C:3]1[CH:4]=[C:5]([CH:27]=[C:28]([C:30]([F:33])([F:32])[F:31])[CH:29]=1)[CH2:6][N:7]1[C:13](=[O:14])[C:12]2[C:15]([C:20]3[CH:25]=[CH:24][CH:23]=[CH:22][C:21]=3[CH3:26])=[CH:16][C:17](Cl)=[N:18][C:11]=2[O:10][CH2:9][CH2:8]1.[O:36]=[C:37]1[CH2:41][CH2:40][CH2:39][N:38]1[CH:42]1[CH2:47][CH2:46][NH:45][CH2:44][CH2:43]1.